This data is from hERG channel blocking data for cardiac toxicity assessment. The task is: Regression/Classification. Given a drug SMILES string, predict its toxicity properties. Task type varies by dataset: regression for continuous values (e.g., LD50, hERG inhibition percentage) or binary classification for toxic/non-toxic outcomes (e.g., AMES mutagenicity, cardiotoxicity, hepatotoxicity). Dataset: herg. (1) The compound is OCC[NH+]1CC[NH+](CCCN2c3ccccc3Sc3ccc(Cl)cc32)CC1. The result is 1 (blocker). (2) The compound is C[NH+](C)Cc1cn(-c2ccc(F)cc2)c2ccc(Cl)cc12. The result is 1 (blocker). (3) The compound is CCc1nc(N)nc(N)c1-c1ccc(Cl)cc1. The result is 0 (non-blocker). (4) The compound is COc1ccc([C@@H]2CC(=O)c3c(O)cc(O)cc3O2)cc1O. The result is 0 (non-blocker). (5) The drug is O=C(OC1C[C@@H]2CC3C[C@H](C1)[NH+]2C[C@@H]3O)c1c[nH]c2ccccc12. The result is 1 (blocker). (6) The compound is C[NH+](C)CCC[C@]1(c2ccc(F)cc2)OCc2cc(C#N)ccc21. The result is 1 (blocker).